From a dataset of Catalyst prediction with 721,799 reactions and 888 catalyst types from USPTO. Predict which catalyst facilitates the given reaction. (1) Reactant: Cl[C:2]1[N:14]=[C:13]([C:15]2[CH:20]=[C:19]([F:21])[CH:18]=[C:17]([F:22])[CH:16]=2)[CH:12]=[CH:11][C:3]=1[C:4]([O:6][C:7]([CH3:10])([CH3:9])[CH3:8])=[O:5].[Cl:23][C:24]1[CH:31]=[CH:30][C:27]([C:28]#[N:29])=[CH:26][C:25]=1[OH:32].C(=O)([O-])[O-].[K+].[K+]. Product: [Cl:23][C:24]1[CH:31]=[CH:30][C:27]([C:28]#[N:29])=[CH:26][C:25]=1[O:32][C:2]1[N:14]=[C:13]([C:15]2[CH:20]=[C:19]([F:21])[CH:18]=[C:17]([F:22])[CH:16]=2)[CH:12]=[CH:11][C:3]=1[C:4]([O:6][C:7]([CH3:10])([CH3:9])[CH3:8])=[O:5]. The catalyst class is: 3. (2) Reactant: CCN([CH2:6][CH3:7])CC.[N+:8]([C:11]1[CH:19]=[CH:18][C:14]([C:15](Cl)=[O:16])=[CH:13][CH:12]=1)([O-:10])=[O:9].[OH2:20]. Product: [N+:8]([C:11]1[CH:19]=[CH:18][C:14]([C:15]([O:20][C:6]2([CH3:7])[CH2:15][CH:14]2[CH2:18][CH2:19][CH2:11][CH:12]=[CH2:13])=[O:16])=[CH:13][CH:12]=1)([O-:10])=[O:9]. The catalyst class is: 2. (3) Reactant: [H-].[Na+].CN(C)C=O.Cl[C:9]1[N:13]([CH3:14])[C:12]2[CH:15]=[CH:16][CH:17]=[CH:18][C:11]=2[N:10]=1.[OH:19][CH:20]1[CH2:25][CH2:24][N:23]([C:26]([O:28][C:29]([CH3:32])([CH3:31])[CH3:30])=[O:27])[CH2:22][CH2:21]1. Product: [CH3:14][N:13]1[C:12]2[CH:15]=[CH:16][CH:17]=[CH:18][C:11]=2[N:10]=[C:9]1[O:19][CH:20]1[CH2:21][CH2:22][N:23]([C:26]([O:28][C:29]([CH3:32])([CH3:31])[CH3:30])=[O:27])[CH2:24][CH2:25]1. The catalyst class is: 6. (4) Reactant: [CH3:1][C:2]([CH3:17])=[CH:3][C:4]([NH:6][C:7]1[CH:16]=[CH:15][CH:14]=[CH:13][C:8]=1[C:9]([O:11][CH3:12])=[O:10])=[O:5].[Cl-].[Cl-].[Cl-].[Al+3]. Product: [CH3:1][C:2]1([CH3:17])[C:16]2[C:7](=[C:8]([C:9]([O:11][CH3:12])=[O:10])[CH:13]=[CH:14][CH:15]=2)[NH:6][C:4](=[O:5])[CH2:3]1. The catalyst class is: 417. (5) Reactant: [CH3:1][C:2]1([CH3:14])[C:6]([CH3:8])([CH3:7])[O:5][B:4]([C:9]2[CH:10]=[N:11][NH:12][CH:13]=2)[O:3]1.[CH3:15][O:16][C:17](=[O:22])[C:18](Br)([CH3:20])[CH3:19].C([O-])([O-])=O.[Cs+].[Cs+]. Product: [CH3:15][O:16][C:17](=[O:22])[C:18]([CH3:20])([N:12]1[CH:13]=[C:9]([B:4]2[O:5][C:6]([CH3:7])([CH3:8])[C:2]([CH3:14])([CH3:1])[O:3]2)[CH:10]=[N:11]1)[CH3:19]. The catalyst class is: 3. (6) Reactant: S(O)(O)(=O)=O.[NH2:6][C:7]1[CH:12]=[CH:11][C:10]([S:13]([CH2:16][C:17]([OH:19])=[O:18])(=[O:15])=[O:14])=[CH:9][CH:8]=1.[NH2:6][C:7]1[CH:12]=[CH:11][C:10]([S:13]([CH2:16][C:17]([OH:19])=[O:18])(=[O:15])=[O:14])=[CH:9][CH:8]=1.[C:34]1(=O)[O:39][C:37](=[O:38])[C:36]2=[CH:40][CH:41]=[CH:42][CH:43]=[C:35]12.C(O)(=O)C.C(N(CC)CC)C. Product: [C:34]1(=[O:39])[N:6]([C:7]2[CH:12]=[CH:11][C:10]([S:13]([CH2:16][C:17]([OH:19])=[O:18])(=[O:15])=[O:14])=[CH:9][CH:8]=2)[C:37](=[O:38])[C:36]2=[CH:40][CH:41]=[CH:42][CH:43]=[C:35]12. The catalyst class is: 6.